This data is from Forward reaction prediction with 1.9M reactions from USPTO patents (1976-2016). The task is: Predict the product of the given reaction. (1) Given the reactants C([O:3][C:4]([C:6]1[CH:7]=[C:8]2[C:13](=[CH:14][CH:15]=1)[N:12]=[CH:11][C:10]([S:16]([CH3:19])(=[O:18])=[O:17])=[C:9]2[O:20][CH2:21][CH3:22])=O)C.CC(C)=O.C(=O)=O.CC(C[AlH]CC(C)C)C, predict the reaction product. The product is: [CH2:21]([O:20][C:9]1[C:8]2[C:13](=[CH:14][CH:15]=[C:6]([CH2:4][OH:3])[CH:7]=2)[N:12]=[CH:11][C:10]=1[S:16]([CH3:19])(=[O:18])=[O:17])[CH3:22]. (2) Given the reactants [Cl:1][C:2]1[C:11]2[C:10]([S:12](Cl)(=[O:14])=[O:13])=[CH:9][CH:8]=[CH:7][C:6]=2[CH:5]=[N:4][CH:3]=1.[C:16]([O:20][C:21]([N:23]([C@@H:25]1[CH2:29][CH2:28][NH:27][CH2:26]1)[CH3:24])=[O:22])([CH3:19])([CH3:18])[CH3:17].BrC1C2C(S([Cl:44])(=O)=O)=CC=CC=2C=NC=1.C(O[C:50]([N:52]([C@H:54]1[CH2:58][CH2:57][NH:56][CH2:55]1)C)=O)(C)(C)C, predict the reaction product. The product is: [C:16]([O:20][C:21]([N:23]([C@@H:25]1[CH2:29][CH2:28][N:27]([S:12]([C:10]2[C:11]3[C:2]([Cl:1])=[CH:3][N:4]=[CH:5][C:6]=3[CH:7]=[CH:8][CH:9]=2)(=[O:14])=[O:13])[CH2:26]1)[CH3:24])=[O:22])([CH3:19])([CH3:17])[CH3:18].[Cl:1][C:2]1[C:11]2[C:10]([S:12]([N:56]3[CH2:57][CH2:58][C@@H:54]([NH:52][CH3:50])[CH2:55]3)(=[O:14])=[O:13])=[CH:9][CH:8]=[CH:7][C:6]=2[CH:5]=[N:4][CH:3]=1.[ClH:44]. (3) The product is: [CH3:2][N:3]([CH3:7])[CH2:4][CH2:5][S:6][CH2:11][CH2:12][OH:13]. Given the reactants Cl.[CH3:2][N:3]([CH3:7])[CH2:4][CH2:5][SH:6].[OH-].[Na+].Br[CH2:11][CH2:12][OH:13], predict the reaction product. (4) Given the reactants [Br:1][C:2]1[CH:7]=[CH:6][C:5]([C:8]2[O:12][N:11]=[C:10]([CH3:13])[C:9]=2[CH:14]([OH:19])[CH2:15][CH2:16][CH:17]=[CH2:18])=[CH:4][CH:3]=1.I[C:21]1[CH:26]=[CH:25][CH:24]=[CH:23][CH:22]=1, predict the reaction product. The product is: [Br:1][C:2]1[CH:3]=[CH:4][C:5]([C:8]2[O:12][N:11]=[C:10]([CH3:13])[C:9]=2[CH:14]([OH:19])[CH2:15][CH2:16]/[CH:17]=[CH:18]/[C:21]2[CH:26]=[CH:25][CH:24]=[CH:23][CH:22]=2)=[CH:6][CH:7]=1. (5) Given the reactants [C:1]1([CH3:29])[CH:6]=[CH:5][CH:4]=[CH:3][C:2]=1[O:7][C:8]1[CH:13]=[CH:12][CH:11]=[CH:10][C:9]=1[C:14]([C@@H:16]1[CH2:21][CH2:20][CH2:19][N:18]([C:22]([O:24][C:25]([CH3:28])([CH3:27])[CH3:26])=[O:23])[CH2:17]1)=[O:15], predict the reaction product. The product is: [C:1]1([CH3:29])[CH:6]=[CH:5][CH:4]=[CH:3][C:2]=1[O:7][C:8]1[CH:13]=[CH:12][CH:11]=[CH:10][C:9]=1[C:14]([C@@H:16]1[CH2:21][CH2:20][CH2:19][N:18]([C:22]([O:24][C:25]([CH3:26])([CH3:28])[CH3:27])=[O:23])[CH2:17]1)([OH:15])[CH2:5][CH2:6][CH2:1][CH2:2][O:7][CH3:8]. (6) Given the reactants C(OC([N:8]([CH2:11][C:12]1([C:15]([OH:17])=[O:16])[CH2:14][CH2:13]1)[CH2:9][CH3:10])=O)(C)(C)C.[F:18][C:19]([F:24])([F:23])[C:20]([OH:22])=[O:21], predict the reaction product. The product is: [F:18][C:19]([F:24])([F:23])[C:20]([O-:22])=[O:21].[C:15]([C:12]1([CH2:11][NH2+:8][CH2:9][CH3:10])[CH2:14][CH2:13]1)([OH:17])=[O:16]. (7) Given the reactants [CH:1]1([C:4]([N:6]2[CH2:18][C:17]3[NH:16][C:15]4[CH:14]=[C:13]([F:19])[CH:12]=[C:11]5[C:20](=[O:23])[NH:21][N:22]=[C:8]([C:9]=3[C:10]=45)[CH2:7]2)=[O:5])[CH2:3][CH2:2]1.[CH3:24][N:25]([CH2:27][CH2:28]Cl)[CH3:26].CN(C)CCN1C2CC(C)(C)CC3=NNC(=O)C4C(C=23)=C1C=CC=4, predict the reaction product. The product is: [CH:1]1([C:4]([N:6]2[CH2:18][C:17]3[N:16]([CH2:28][CH2:27][N:25]([CH3:26])[CH3:24])[C:15]4[CH:14]=[C:13]([F:19])[CH:12]=[C:11]5[C:20](=[O:23])[NH:21][N:22]=[C:8]([C:9]=3[C:10]=45)[CH2:7]2)=[O:5])[CH2:2][CH2:3]1. (8) Given the reactants Cl[C:2]1[CH:3]=[CH:4][C:5]2[O:14][CH2:13][CH2:12][C:11]3[CH:10]=[C:9]([C:15]4[N:16]([C:20]5[CH:25]=[CH:24][C:23]([F:26])=[CH:22][C:21]=5[F:27])[N:17]=[CH:18][N:19]=4)[S:8][C:7]=3[C:6]=2[N:28]=1.C[Si](C)(C)[O:31][CH2:32][CH:33]([NH2:35])[CH3:34].CC([O-])(C)C.[Na+].CC(C1C=C(C(C)C)C(C2C=CC=CC=2P(C2CCCCC2)C2CCCCC2)=C(C(C)C)C=1)C, predict the reaction product. The product is: [F:27][C:21]1[CH:22]=[C:23]([F:26])[CH:24]=[CH:25][C:20]=1[N:16]1[C:15]([C:9]2[S:8][C:7]3[C:6]4[N:28]=[C:2]([NH:35][CH:33]([CH3:34])[CH2:32][OH:31])[CH:3]=[CH:4][C:5]=4[O:14][CH2:13][CH2:12][C:11]=3[CH:10]=2)=[N:19][CH:18]=[N:17]1. (9) Given the reactants [F:1][C:2]1[C:11]2[O:10][CH2:9][C@H:8]3[C@@H:12](C(O)=O)[C@H:7]3[C:6]=2[C:5]([F:16])=[CH:4][CH:3]=1.C([N:19]([CH2:22]C)CC)C.[NH2:24][C:25]1[CH:29]=[CH:28][O:27][N:26]=1.C1C=CC(P(N=[N+]=[N-])(C2C=CC=CC=2)=[O:37])=CC=1, predict the reaction product. The product is: [F:1][C:2]1[C:11]2[O:10][CH2:9][C@H:8]3[C@@H:12]([NH:19][C:22]([NH:24][C:25]4[CH:29]=[CH:28][O:27][N:26]=4)=[O:37])[C@H:7]3[C:6]=2[C:5]([F:16])=[CH:4][CH:3]=1. (10) Given the reactants [Br:1][C:2]1[C:3](=[O:29])[N:4]([C:19]2[CH:20]=[C:21]([CH:26]=[CH:27][CH:28]=2)[C:22]([O:24]C)=[O:23])[C:5]([CH3:18])=[CH:6][C:7]=1[O:8][CH2:9][C:10]1[CH:15]=[CH:14][C:13]([F:16])=[CH:12][C:11]=1[F:17].[OH-].[Na+].Cl, predict the reaction product. The product is: [Br:1][C:2]1[C:3](=[O:29])[N:4]([C:19]2[CH:20]=[C:21]([CH:26]=[CH:27][CH:28]=2)[C:22]([OH:24])=[O:23])[C:5]([CH3:18])=[CH:6][C:7]=1[O:8][CH2:9][C:10]1[CH:15]=[CH:14][C:13]([F:16])=[CH:12][C:11]=1[F:17].